From a dataset of Forward reaction prediction with 1.9M reactions from USPTO patents (1976-2016). Predict the product of the given reaction. The product is: [Cl:13][C:14]1[CH:19]=[CH:18][C:17]([C:9]2[C:8]([O:23][CH2:24][C:25]3[CH:30]=[CH:29][N:28]=[CH:27][CH:26]=3)=[N:7][CH:6]=[C:5]([CH:10]=2)[C:3]([NH:31][CH2:32][C@:33]([CH:35]2[CH2:37][CH2:36]2)([OH:34])[CH3:38])=[O:4])=[CH:16][CH:15]=1. Given the reactants CO[C:3]([C:5]1[CH:6]=[N:7][C:8](Cl)=[C:9](Br)[CH:10]=1)=[O:4].[Cl:13][C:14]1[CH:19]=[CH:18][C:17](B(O)O)=[CH:16][CH:15]=1.[OH:23][CH2:24][C:25]1[CH:30]=[CH:29][N:28]=[CH:27][CH:26]=1.[NH2:31][CH2:32][C@:33]([CH3:38])([CH:35]1[CH2:37][CH2:36]1)[OH:34], predict the reaction product.